From a dataset of Reaction yield outcomes from USPTO patents with 853,638 reactions. Predict the reaction yield, written as a fraction of the theoretical maximum amount of product (1.0 means a 100% yield; for example, 0.34 means a 34% yield). (1) The reactants are Br[C:2]1[CH:11]=[C:10]2[C:5]([C:6]([NH2:13])=[N:7][C:8]([NH2:12])=[N:9]2)=[CH:4][CH:3]=1.C(=O)([O-])[O-].[Na+].[Na+].[CH3:20][C:21]1[CH:26]=[CH:25][C:24]([CH3:27])=[CH:23][C:22]=1B(O)O. The catalyst is C(O)C.COCCOC.O.C1C=CC([P]([Pd]([P](C2C=CC=CC=2)(C2C=CC=CC=2)C2C=CC=CC=2)([P](C2C=CC=CC=2)(C2C=CC=CC=2)C2C=CC=CC=2)[P](C2C=CC=CC=2)(C2C=CC=CC=2)C2C=CC=CC=2)(C2C=CC=CC=2)C2C=CC=CC=2)=CC=1. The product is [CH3:20][C:21]1[CH:26]=[CH:25][C:24]([CH3:27])=[CH:23][C:22]=1[C:2]1[CH:11]=[C:10]2[C:5]([C:6]([NH2:13])=[N:7][C:8]([NH2:12])=[N:9]2)=[CH:4][CH:3]=1. The yield is 0.805. (2) The reactants are [CH3:1][O:2][C:3]1[CH:4]=[C:5]2[C:10](=[CH:11][C:12]=1[O:13][CH3:14])[N:9]=[CH:8][CH:7]=[C:6]2[O:15][C:16]1[CH:22]=[CH:21][C:19]([NH2:20])=[C:18]([CH3:23])[C:17]=1[CH3:24].Cl[C:26](Cl)([O:28][C:29](=[O:35])OC(Cl)(Cl)Cl)Cl.[CH:37]1(CO)[CH2:39][CH2:38]1.C(=O)(O)[O-].[Na+]. The catalyst is C(Cl)Cl.C(N(CC)CC)C.C1(C)C=CC=CC=1. The product is [CH3:1][O:2][C:3]1[CH:4]=[C:5]2[C:10](=[CH:11][C:12]=1[O:13][CH3:14])[N:9]=[CH:8][CH:7]=[C:6]2[O:15][C:16]1[CH:22]=[CH:21][C:19]([NH:20][C:29](=[O:35])[O:28][CH2:26][CH:37]2[CH2:39][CH2:38]2)=[C:18]([CH3:23])[C:17]=1[CH3:24]. The yield is 0.800. (3) The reactants are [N+:1]([C:4]1[CH:9]=[CH:8][C:7]([CH:10]([P:12](=[O:19])([O:16][CH2:17][CH3:18])[O:13][CH2:14][CH3:15])[CH3:11])=[CH:6][CH:5]=1)([O-:3])=[O:2].[H-].[Na+].I[CH3:23].O. The catalyst is C1COCC1.CCOC(C)=O. The product is [N+:1]([C:4]1[CH:9]=[CH:8][C:7]([C:10]([P:12](=[O:19])([O:13][CH2:14][CH3:15])[O:16][CH2:17][CH3:18])([CH3:23])[CH3:11])=[CH:6][CH:5]=1)([O-:3])=[O:2]. The yield is 0.480. (4) The reactants are [CH2:1]([O:3][CH:4]([O:18][CH2:19][CH3:20])[CH2:5][N:6]1[C:14]2[CH2:13][CH2:12][CH2:11][CH2:10][C:9]=2[CH:8]=[C:7]1[C:15](O)=[O:16])[CH3:2].F[P-](F)(F)(F)(F)F.[N:28]1(OC(N(C)C)=[N+](C)C)C2N=CC=CC=2N=N1.CCN(CC)CC.[OH-].[NH4+]. The catalyst is CN(C)C=O.CN(C1C=CN=CC=1)C.O. The product is [CH2:1]([O:3][CH:4]([O:18][CH2:19][CH3:20])[CH2:5][N:6]1[C:14]2[CH2:13][CH2:12][CH2:11][CH2:10][C:9]=2[CH:8]=[C:7]1[C:15]([NH2:28])=[O:16])[CH3:2]. The yield is 0.960. (5) The yield is 0.590. The reactants are Br[CH2:2][C:3]([C:5]1[C:10]([CH3:11])=[CH:9][C:8]([O:12][C:13]2[CH:18]=[C:17]([CH3:19])[CH:16]=[C:15]([CH3:20])[CH:14]=2)=[CH:7][C:6]=1[CH3:21])=O.[NH2:22][C:23]([NH2:25])=[S:24]. The product is [CH3:20][C:15]1[CH:14]=[C:13]([CH:18]=[C:17]([CH3:19])[CH:16]=1)[O:12][C:8]1[CH:9]=[C:10]([CH3:11])[C:5]([C:3]2[N:22]=[C:23]([NH2:25])[S:24][CH:2]=2)=[C:6]([CH3:21])[CH:7]=1. The catalyst is CCO. (6) The reactants are C12BC(CCC1)CCC2.[CH:10]([CH:12]1[CH2:17][N:16]([C:18]([O:20][C:21]([CH3:24])([CH3:23])[CH3:22])=[O:19])[CH2:15][CH2:14][N:13]1[C:25]([O:27][CH2:28][C:29]1[CH:34]=[CH:33][CH:32]=[CH:31][CH:30]=1)=[O:26])=[CH2:11].Br[C:36]1[CH:37]=[N:38][CH:39]=[CH:40][CH:41]=1.C1(P(C2C=CC=CC=2)C2C=CC=CC=2)C=CC=CC=1.[OH-].[Na+]. The catalyst is [Pd].C1(P(C2C=CC=CC=2)C2C=CC=CC=2)C=CC=CC=1.C1(P(C2C=CC=CC=2)C2C=CC=CC=2)C=CC=CC=1.C1(P(C2C=CC=CC=2)C2C=CC=CC=2)C=CC=CC=1.C1(P(C2C=CC=CC=2)C2C=CC=CC=2)C=CC=CC=1. The product is [N:38]1[CH:39]=[CH:40][CH:41]=[C:36]([CH2:11][CH2:10][CH:12]2[CH2:17][N:16]([C:18]([O:20][C:21]([CH3:24])([CH3:22])[CH3:23])=[O:19])[CH2:15][CH2:14][N:13]2[C:25]([O:27][CH2:28][C:29]2[CH:30]=[CH:31][CH:32]=[CH:33][CH:34]=2)=[O:26])[CH:37]=1. The yield is 0.630. (7) The reactants are S(Cl)([Cl:3])=O.[CH2:5]([O:12][C:13]1[CH:22]=[C:21]2[C:16]([C:17](=O)[CH:18]=[CH:19][NH:20]2)=[CH:15][C:14]=1[C:24]([O:26]C1C=CC=CC=1)=O)[C:6]1[CH:11]=[CH:10][CH:9]=[CH:8][CH:7]=1.C[N:34]([CH3:37])C=O. No catalyst specified. The product is [CH3:37][NH:34][C:24]([C:14]1[CH:15]=[C:16]2[C:21](=[CH:22][C:13]=1[O:12][CH2:5][C:6]1[CH:11]=[CH:10][CH:9]=[CH:8][CH:7]=1)[N:20]=[CH:19][CH:18]=[C:17]2[Cl:3])=[O:26]. The yield is 0.897. (8) The reactants are [C:1]1([C:7]2[CH:11]=[CH:10][S:9][C:8]=2C(O)=O)[CH:6]=[CH:5][CH:4]=[CH:3][CH:2]=1.CC[N:17]([CH2:20]C)CC.C1(P(N=[N+]=[N-])(C2C=CC=CC=2)=[O:29])C=CC=CC=1.[C:39]([OH:43])([CH3:42])([CH3:41])[CH3:40]. No catalyst specified. The product is [C:39]([O:43][C:20](=[O:29])[NH:17][C:8]1[S:9][CH:10]=[CH:11][C:7]=1[C:1]1[CH:2]=[CH:3][CH:4]=[CH:5][CH:6]=1)([CH3:42])([CH3:41])[CH3:40]. The yield is 0.450.